This data is from Reaction yield outcomes from USPTO patents with 853,638 reactions. The task is: Predict the reaction yield, written as a fraction of the theoretical maximum amount of product (1.0 means a 100% yield; for example, 0.34 means a 34% yield). (1) The reactants are [NH2:1][C:2]1[C:11]2[C:6](=[C:7](Br)[CH:8]=[CH:9][CH:10]=2)[N:5]=[N:4][C:3]=1[C:13]([NH:15][CH2:16][CH2:17][CH3:18])=[O:14].[CH3:19][O:20][C:21]1[CH:22]=[C:23](B(O)O)[CH:24]=[CH:25][CH:26]=1. No catalyst specified. The product is [NH2:1][C:2]1[C:11]2[C:6](=[C:7]([C:25]3[CH:24]=[CH:23][CH:22]=[C:21]([O:20][CH3:19])[CH:26]=3)[CH:8]=[CH:9][CH:10]=2)[N:5]=[N:4][C:3]=1[C:13]([NH:15][CH2:16][CH2:17][CH3:18])=[O:14]. The yield is 0.642. (2) The reactants are C([O:3][C:4]([C:6]1[C:10]([C:11]2[CH:16]=[CH:15][C:14]([F:17])=[CH:13][CH:12]=2)=[CH:9][N:8]([CH2:18][CH2:19][N:20]([CH3:22])[CH3:21])[N:7]=1)=[O:5])C.[OH-].[Na+].CO. The catalyst is CO.O. The product is [CH3:21][N:20]([CH3:22])[CH2:19][CH2:18][N:8]1[CH:9]=[C:10]([C:11]2[CH:16]=[CH:15][C:14]([F:17])=[CH:13][CH:12]=2)[C:6]([C:4]([OH:5])=[O:3])=[N:7]1. The yield is 0.630. (3) The reactants are [OH:1][C:2]1([CH3:26])[CH2:7][CH2:6][N:5]([C@H:8]([C:20]2[CH:25]=[CH:24][CH:23]=[CH:22][CH:21]=2)[C:9]([O:11][C@H](C2C=CC=CC=2)C)=[O:10])[CH2:4][CH2:3]1.FC(F)(F)C(O)=O. The catalyst is ClCCl. The product is [OH:1][C:2]1([CH3:26])[CH2:3][CH2:4][N:5]([C@H:8]([C:20]2[CH:25]=[CH:24][CH:23]=[CH:22][CH:21]=2)[C:9]([OH:11])=[O:10])[CH2:6][CH2:7]1. The yield is 0.980. (4) The reactants are [CH:1]1([CH2:4][NH:5][S:6]([C:9]2[CH:14]=[CH:13][CH:12]=[CH:11][C:10]=2[N+:15]([O-:17])=[O:16])(=[O:8])=[O:7])[CH2:3][CH2:2]1.O[CH2:19][CH2:20][NH:21]C(=O)OC(C)(C)C.C1(P(C2C=CC=CC=2)C2C=CC=CC=2)C=CC=CC=1.N(C(OCC)=O)=NC(OCC)=O.Cl.C(OCC)(=O)C. The catalyst is C1(C)C=CC=CC=1.O. The product is [NH2:21][CH2:20][CH2:19][N:5]([CH2:4][CH:1]1[CH2:2][CH2:3]1)[S:6]([C:9]1[CH:14]=[CH:13][CH:12]=[CH:11][C:10]=1[N+:15]([O-:17])=[O:16])(=[O:8])=[O:7]. The yield is 0.620. (5) The product is [CH3:22][S:21]([C:18]1[CH:19]=[CH:20][C:15]([O:14][CH2:13][C:3]2[C:4]([C:7]3[CH:8]=[CH:9][CH:10]=[CH:11][CH:12]=3)=[N:5][O:6][C:2]=2[CH3:1])=[N:16][CH:17]=1)=[O:30]. The yield is 0.950. The reactants are [CH3:1][C:2]1[O:6][N:5]=[C:4]([C:7]2[CH:12]=[CH:11][CH:10]=[CH:9][CH:8]=2)[C:3]=1[CH2:13][O:14][C:15]1[CH:20]=[CH:19][C:18]([S:21][CH3:22])=[CH:17][N:16]=1.C1(S(N2C(C3C=CC=CC=3)O2)(=O)=[O:30])C=CC=CC=1. The catalyst is ClCCl. (6) The reactants are [Cl:1][C:2]1[CH:10]=[C:6]([C:7]([OH:9])=O)[C:5]([OH:11])=[CH:4][CH:3]=1.[NH2:12][C:13]1[S:14][CH:15]=[C:16]([C:18]2[CH:23]=[CH:22][C:21]([Cl:24])=[CH:20][C:19]=2[Cl:25])[N:17]=1. No catalyst specified. The yield is 0.0800. The product is [Cl:1][C:2]1[CH:3]=[CH:4][C:5]([OH:11])=[C:6]([CH:10]=1)[C:7]([NH:12][C:13]1[S:14][CH:15]=[C:16]([C:18]2[CH:23]=[CH:22][C:21]([Cl:24])=[CH:20][C:19]=2[Cl:25])[N:17]=1)=[O:9]. (7) The reactants are Br[C:2]1[CH:23]=[CH:22][C:5]([C:6]([NH:8][S:9]([C:12]2[CH:17]=[CH:16][CH:15]=[CH:14][C:13]=2[S:18](=[O:21])(=[O:20])[NH2:19])(=[O:11])=[O:10])=[O:7])=[CH:4][C:3]=1[O:24][CH3:25].[CH3:26][CH:27]([CH2:30][CH2:31][CH3:32])[C:28]#[CH:29]. No catalyst specified. The product is [CH3:25][O:24][C:3]1[CH:4]=[C:5]([CH:22]=[CH:23][C:2]=1[C:29]#[C:28][CH:27]([CH3:26])[CH2:30][CH2:31][CH3:32])[C:6]([NH:8][S:9]([C:12]1[CH:17]=[CH:16][CH:15]=[CH:14][C:13]=1[S:18](=[O:21])(=[O:20])[NH2:19])(=[O:11])=[O:10])=[O:7]. The yield is 0.300.